This data is from Forward reaction prediction with 1.9M reactions from USPTO patents (1976-2016). The task is: Predict the product of the given reaction. (1) Given the reactants [F:1][C:2]([F:15])([F:14])[CH2:3][CH2:4][C:5]([C:8]1[CH:13]=[CH:12][CH:11]=[CH:10][CH:9]=1)([OH:7])[CH3:6].C(N(CC)CC)C.[C:23](Cl)(=[O:27])[C:24]([CH3:26])=[CH2:25], predict the reaction product. The product is: [C:23]([O:7][C:5]([C:8]1[CH:13]=[CH:12][CH:11]=[CH:10][CH:9]=1)([CH2:4][CH2:3][C:2]([F:14])([F:15])[F:1])[CH3:6])(=[O:27])[C:24]([CH3:26])=[CH2:25]. (2) Given the reactants [OH:1][C:2]([CH3:24])([CH3:23])[C@@H:3]([NH:5][C:6]([C:8]1[C:16]2[C:11](=[N:12][CH:13]=[C:14]([C:17]3[CH2:22][CH2:21][CH2:20][CH2:19][CH:18]=3)[N:15]=2)[NH:10][CH:9]=1)=[O:7])[CH3:4], predict the reaction product. The product is: [OH:1][C:2]([CH3:23])([CH3:24])[C@@H:3]([NH:5][C:6]([C:8]1[C:16]2[C:11](=[N:12][CH:13]=[C:14]([CH:17]3[CH2:22][CH2:21][CH2:20][CH2:19][CH2:18]3)[N:15]=2)[NH:10][CH:9]=1)=[O:7])[CH3:4]. (3) Given the reactants [NH:1]1[C:9]2[C:4](=[CH:5][CH:6]=[CH:7][CH:8]=2)[C:3]([CH2:10][CH2:11][NH:12][C:13](=[O:17])[CH2:14][CH2:15]Br)=[CH:2]1.[CH3:18][O:19][C:20]1[CH:21]=[C:22]([N:26]2[CH2:31][CH2:30][NH:29][CH2:28][CH2:27]2)[CH:23]=[CH:24][CH:25]=1, predict the reaction product. The product is: [NH:1]1[C:9]2[C:4](=[CH:5][CH:6]=[CH:7][CH:8]=2)[C:3]([CH2:10][CH2:11][NH:12][C:13](=[O:17])[CH2:14][CH2:15][N:29]2[CH2:28][CH2:27][N:26]([C:22]3[CH:23]=[CH:24][CH:25]=[C:20]([O:19][CH3:18])[CH:21]=3)[CH2:31][CH2:30]2)=[CH:2]1. (4) Given the reactants N.CC([O-:6])(C)C.[K+].[CH2:8]([O:10][C:11]1[CH:16]=[CH:15][N:14]=[CH:13][C:12]=1[N+:17]([O-:19])=[O:18])[CH3:9].C(OO)(C)(C)C.C(OO)(C)(C)C.C1COCC1, predict the reaction product. The product is: [CH2:8]([O:10][C:11]1[C:12]([N+:17]([O-:19])=[O:18])=[CH:13][N:14]=[C:15]([OH:6])[CH:16]=1)[CH3:9]. (5) Given the reactants C(NC(NC1[N:8]=[C:9]2[CH:14]=[C:13]([C:15]3[CH:16]=[N:17][C:18](OC)=[N:19][CH:20]=3)[CH:12]=[CH:11][N:10]2C=1)=O)C.C1(C)C=CC(S(Cl)(=O)=O)=CC=1.[N:35]1[CH:40]=CC=C[CH:36]=1, predict the reaction product. The product is: [NH2:8][C:9]1[CH:14]=[C:13]([C:15]2[CH:20]=[N:19][C:18]([N:35]([CH3:40])[CH3:36])=[N:17][CH:16]=2)[CH:12]=[CH:11][N:10]=1.